Dataset: HIV replication inhibition screening data with 41,000+ compounds from the AIDS Antiviral Screen. Task: Binary Classification. Given a drug SMILES string, predict its activity (active/inactive) in a high-throughput screening assay against a specified biological target. (1) The compound is COC1(OC)c2occc2C(=N)c2ccc(=O)oc21. The result is 0 (inactive). (2) The compound is COc1ccc(Nc2nc3ccc(C(F)(F)F)cc3nc2C(=O)O)cc1. The result is 0 (inactive). (3) The molecule is Oc1nc(Nc2ccc(Cl)c(C(F)(F)F)c2)nc2[nH]cnc12. The result is 0 (inactive). (4) The drug is CCOc1ccc(NC2=NC(=O)C(CC(=O)Nc3ccc(Cl)cc3Cl)S2)cc1. The result is 0 (inactive). (5) The drug is Oc1nnc(NCCc2ccccc2)c2nnn(Cc3ccccc3)c12. The result is 0 (inactive). (6) The result is 0 (inactive). The compound is N#CC1(c2ccccc2)CCN(C2(c3ccccc3)CCCCC2)CC1.